From a dataset of Reaction yield outcomes from USPTO patents with 853,638 reactions. Predict the reaction yield, written as a fraction of the theoretical maximum amount of product (1.0 means a 100% yield; for example, 0.34 means a 34% yield). (1) The reactants are [Cl:1][C:2]1[CH:10]=[C:9]([C:11]2[CH2:15][C:14]([C:20]3[CH:25]=[C:24]([Cl:26])[CH:23]=[C:22]([Cl:27])[CH:21]=3)([C:16]([F:19])([F:18])[F:17])[O:13][N:12]=2)[CH:8]=[CH:7][C:3]=1[CH:4]=[N:5][OH:6].Cl[N:29]1C(=O)CC[C:30]1=O.[Cl-].[F:37][C:38]([F:46])([F:45])[CH2:39][NH:40][C:41]([NH2+]C)=[O:42].C(N(CC)CC)C. The catalyst is CN(C=O)C.C1COCC1. The product is [Cl:1][C:2]1[CH:10]=[C:9]([C:11]2[CH2:15][C:14]([C:20]3[CH:21]=[C:22]([Cl:27])[CH:23]=[C:24]([Cl:26])[CH:25]=3)([C:16]([F:19])([F:18])[F:17])[O:13][N:12]=2)[CH:8]=[CH:7][C:3]=1[C:4]([NH:29][CH2:30][C:41]([NH:40][CH2:39][C:38]([F:37])([F:45])[F:46])=[O:42])=[N:5][OH:6]. The yield is 0.520. (2) The reactants are [N:1]1([C:10]2[CH:27]=[CH:26][C:13]([C:14]([N:16]3[CH2:20][CH2:19][C@H:18]([N:21]4[CH2:25][CH2:24][CH2:23][CH2:22]4)[CH2:17]3)=O)=[CH:12][CH:11]=2)[C:5]2[CH:6]=[CH:7][CH:8]=[CH:9][C:4]=2[N:3]=[CH:2]1.B.C1COCC1.[ClH:34].CCOCC. The catalyst is C1COCC1.C(Cl)Cl. The product is [ClH:34].[N:1]1([C:10]2[CH:27]=[CH:26][C:13]([CH2:14][N:16]3[CH2:20][CH2:19][C@H:18]([N:21]4[CH2:25][CH2:24][CH2:23][CH2:22]4)[CH2:17]3)=[CH:12][CH:11]=2)[C:5]2[CH:6]=[CH:7][CH:8]=[CH:9][C:4]=2[N:3]=[CH:2]1. The yield is 0.650. (3) The reactants are [F:1][C:2]1[CH:3]=[C:4]([NH:9][C:10]2[N:18]=[C:17]([NH:19][NH2:20])[N:16]=[C:15]3[C:11]=2[N:12]=[CH:13][N:14]3[CH3:21])[CH:5]=[CH:6][C:7]=1[F:8].CO[CH:24](OC)[CH2:25][C:26](=O)[CH3:27]. The yield is 0.490. The product is [F:1][C:2]1[CH:3]=[C:4]([NH:9][C:10]2[N:18]=[C:17]([N:19]3[CH:24]=[CH:25][C:26]([CH3:27])=[N:20]3)[N:16]=[C:15]3[C:11]=2[N:12]=[CH:13][N:14]3[CH3:21])[CH:5]=[CH:6][C:7]=1[F:8]. The catalyst is C(O)C. (4) The product is [CH3:22][O:23][C:24]1[CH:25]=[CH:26][C:27]([CH2:28][NH:29][C:30]2[CH:35]=[C:34]([N+:36]([O-:38])=[O:37])[CH:33]=[CH:32][N:31]=2)=[CH:40][CH:41]=1. The catalyst is C(Cl)(Cl)Cl. The reactants are ClC1C=C(C2C=C3C(CCC(C(OC)=O)C3)=CC=2)C=CC=1.[CH3:22][O:23][C:24]1[CH:41]=[CH:40][C:27]([CH2:28][NH:29][C:30]2[N+:31]([O-])=[CH:32][CH:33]=[C:34]([N+:36]([O-:38])=[O:37])[CH:35]=2)=[CH:26][CH:25]=1.P(Cl)(Cl)Cl. The yield is 1.02. (5) The product is [ClH:39].[ClH:1].[NH2:37][C:36]1[C:31]([C:29]([NH:28][C:26]([NH:25][CH2:24][CH2:23][CH2:22][CH2:21][C:18]2[CH:19]=[CH:20][C:15]([O:14][CH2:13][CH2:12][NH:11][C:10]([NH2:40])=[NH:9])=[CH:16][CH:17]=2)=[NH:27])=[O:30])=[N:32][C:33]([Cl:39])=[C:34]([NH2:38])[N:35]=1. The catalyst is CO. The reactants are [ClH:1].C(OC([N:9]=[C:10]([NH:40]C(OC(C)(C)C)=O)[NH:11][CH2:12][CH2:13][O:14][C:15]1[CH:20]=[CH:19][C:18]([CH2:21][CH2:22][CH2:23][CH2:24][NH:25][C:26]([NH:28][C:29]([C:31]2[C:36]([NH2:37])=[N:35][C:34]([NH2:38])=[C:33]([Cl:39])[N:32]=2)=[O:30])=[NH:27])=[CH:17][CH:16]=1)=O)(C)(C)C. The yield is 0.960.